Dataset: Catalyst prediction with 721,799 reactions and 888 catalyst types from USPTO. Task: Predict which catalyst facilitates the given reaction. (1) The catalyst class is: 105. Reactant: C([N:8]1[C@H:12]([CH3:13])[CH2:11][C@H:10]([CH2:14][N:15]2[C:23]3[C:18](=[CH:19][C:20]([C:24]4[CH:25]=[N:26][N:27]([CH:29]5[CH2:34][CH2:33][CH2:32][CH2:31][O:30]5)[CH:28]=4)=[CH:21][CH:22]=3)[CH:17]=[CH:16]2)[CH2:9]1)C1C=CC=CC=1.C([O-])=O.[NH4+].C(OCC)(=O)C. Product: [CH3:13][C@H:12]1[NH:8][CH2:9][C@@H:10]([CH2:14][N:15]2[C:23]3[C:18](=[CH:19][C:20]([C:24]4[CH:25]=[N:26][N:27]([CH:29]5[CH2:34][CH2:33][CH2:32][CH2:31][O:30]5)[CH:28]=4)=[CH:21][CH:22]=3)[CH:17]=[CH:16]2)[CH2:11]1. (2) Reactant: [C:1]([C:4]1[C:5]([C:23]2[CH:28]=[CH:27][C:26]([O:29][C:30]3[CH:35]=[CH:34][CH:33]=[CH:32][CH:31]=3)=[CH:25][CH:24]=2)=[N:6][C:7]([C:10]2[CH2:15][CH2:14][N:13]([C:16]([O:18][C:19]([CH3:22])([CH3:21])[CH3:20])=[O:17])[CH2:12][CH:11]=2)=[N:8][CH:9]=1)(=[O:3])[NH2:2]. Product: [C:1]([C:4]1[C:5]([C:23]2[CH:24]=[CH:25][C:26]([O:29][C:30]3[CH:31]=[CH:32][CH:33]=[CH:34][CH:35]=3)=[CH:27][CH:28]=2)=[N:6][C:7]([CH:10]2[CH2:15][CH2:14][N:13]([C:16]([O:18][C:19]([CH3:22])([CH3:21])[CH3:20])=[O:17])[CH2:12][CH2:11]2)=[N:8][CH:9]=1)(=[O:3])[NH2:2]. The catalyst class is: 78. (3) Product: [F:18][C:19]1[CH:33]=[CH:32][C:22]([O:23][C:24]2[CH:31]=[CH:30][C:27]([CH2:28][NH:1][CH2:2][C:3]3[CH:4]=[C:5]([CH:15]=[CH:16][CH:17]=3)[CH2:6][NH:7][C:8](=[O:14])[O:9][C:10]([CH3:12])([CH3:13])[CH3:11])=[CH:26][CH:25]=2)=[CH:21][CH:20]=1. The catalyst class is: 2. Reactant: [NH2:1][CH2:2][C:3]1[CH:4]=[C:5]([CH:15]=[CH:16][CH:17]=1)[CH2:6][NH:7][C:8](=[O:14])[O:9][C:10]([CH3:13])([CH3:12])[CH3:11].[F:18][C:19]1[CH:33]=[CH:32][C:22]([O:23][C:24]2[CH:31]=[CH:30][C:27]([CH:28]=O)=[CH:26][CH:25]=2)=[CH:21][CH:20]=1.[Na].